From a dataset of Forward reaction prediction with 1.9M reactions from USPTO patents (1976-2016). Predict the product of the given reaction. (1) The product is: [C:1]([C:5]1[CH:10]=[CH:9][CH:8]=[CH:7][C:6]=1[N:11]1[CH2:12][CH2:13][N:14]([C:17](=[O:21])[C:18]([N:23]2[CH2:27][CH2:26][CH:25]([C:28]([O:30][CH3:31])=[O:29])[CH2:24]2)=[O:19])[CH2:15][CH2:16]1)([CH3:2])([CH3:3])[CH3:4]. Given the reactants [C:1]([C:5]1[CH:10]=[CH:9][CH:8]=[CH:7][C:6]=1[N:11]1[CH2:16][CH2:15][N:14]([C:17](=[O:21])[C:18](O)=[O:19])[CH2:13][CH2:12]1)([CH3:4])([CH3:3])[CH3:2].Cl.[NH:23]1[CH2:27][CH2:26][CH:25]([C:28]([O:30][CH3:31])=[O:29])[CH2:24]1.C(N(CC)CC)C.CCN=C=NCCCN(C)C.C1C=CC2N(O)N=NC=2C=1.C([O-])(O)=O.[Na+], predict the reaction product. (2) Given the reactants [C:1]([C:3]1[CH:8]=[CH:7][CH:6]=[CH:5][C:4]=1[C:9]1[CH:14]=[CH:13][C:12]([CH2:15][NH:16][C:17]2[C:26]([NH:27][C:28]([NH:30][CH2:31][CH3:32])=S)=[CH:25][CH:24]=[CH:23][C:18]=2[C:19]([O:21][CH3:22])=[O:20])=[CH:11][CH:10]=1)#[N:2].NC1C(NCC2C=CC(C3C=CC=CC=3C#N)=CC=2)=C(C=CC=1)C(OC)=O, predict the reaction product. The product is: [CH2:31]([NH:30][C:28]1[N:16]([CH2:15][C:12]2[CH:13]=[CH:14][C:9]([C:4]3[CH:5]=[CH:6][CH:7]=[CH:8][C:3]=3[C:1]#[N:2])=[CH:10][CH:11]=2)[C:17]2[C:18]([C:19]([O:21][CH3:22])=[O:20])=[CH:23][CH:24]=[CH:25][C:26]=2[N:27]=1)[CH3:32]. (3) Given the reactants Br[C:2]1[CH:11]=[C:10]2[C:5]([C:6]([CH3:19])([CH3:18])[CH2:7][C:8](C(=O)C)=[C:9]2[CH:12]([CH3:14])[CH3:13])=[CH:4][C:3]=1[O:20][CH2:21][CH2:22][CH3:23].[CH3:24][CH2:25][O:26][C:27]([CH:29](P(OCC)(OCC)=O)[F:30])=[O:28].[CH:39]([N-]C(C)C)(C)[CH3:40].[Li+], predict the reaction product. The product is: [F:30]/[C:29](=[C:39](/[C:2]1[CH:11]=[C:10]2[C:5]([C:6]([CH3:19])([CH3:18])[CH2:7][CH:8]=[C:9]2[CH:12]([CH3:14])[CH3:13])=[CH:4][C:3]=1[O:20][CH2:21][CH2:22][CH3:23])\[CH3:40])/[C:27]([O:26][CH2:25][CH3:24])=[O:28]. (4) Given the reactants [C:1]([O:5][C:6](=[O:16])[N:7]([CH2:12][CH2:13][CH2:14][NH2:15])[CH2:8][CH:9]1[CH2:11][CH2:10]1)([CH3:4])([CH3:3])[CH3:2].[CH2:17]([O:19][C:20](=[O:30])[CH2:21][N:22]1[CH:27]=[CH:26][N:25]=[C:24](Br)[C:23]1=[O:29])[CH3:18].C(N(CC)CC)C, predict the reaction product. The product is: [CH2:17]([O:19][C:20](=[O:30])[CH2:21][N:22]1[CH:27]=[CH:26][N:25]=[C:24]([NH:15][CH2:14][CH2:13][CH2:12][N:7]([C:6]([O:5][C:1]([CH3:4])([CH3:2])[CH3:3])=[O:16])[CH2:8][CH:9]2[CH2:10][CH2:11]2)[C:23]1=[O:29])[CH3:18]. (5) Given the reactants [Cl:1][C:2]1[CH:3]=[C:4](I)[C:5]([OH:19])=[C:6]([CH2:8][C:9]2[O:13][C:12]([C:14]([O:16][CH2:17][CH3:18])=[O:15])=[CH:11][CH:10]=2)[CH:7]=1.C(N(CC)CC)C.[CH3:28][CH:29]([CH3:32])[C:30]#[CH:31], predict the reaction product. The product is: [Cl:1][C:2]1[CH:7]=[C:6]([CH2:8][C:9]2[O:13][C:12]([C:14]([O:16][CH2:17][CH3:18])=[O:15])=[CH:11][CH:10]=2)[C:5]2[O:19][C:30]([CH:29]([CH3:32])[CH3:28])=[CH:31][C:4]=2[CH:3]=1. (6) Given the reactants [CH3:1][O:2][C:3]([C:5]1[C:10](Cl)=[C:9]([NH:12][CH2:13][C:14]2[O:15][CH:16]=[CH:17][CH:18]=2)[CH:8]=[C:7]([C:19]2[CH:24]=[CH:23][C:22]([Cl:25])=[C:21]([O:26][CH3:27])[C:20]=2[F:28])[N:6]=1)=[O:4].[CH3:29][C:30]1(C)C(C)(C)OB(C=C)O1.[F-].[Cs+].C(COC)OC, predict the reaction product. The product is: [CH3:1][O:2][C:3]([C:5]1[C:10]([CH:29]=[CH2:30])=[C:9]([NH:12][CH2:13][C:14]2[O:15][CH:16]=[CH:17][CH:18]=2)[CH:8]=[C:7]([C:19]2[CH:24]=[CH:23][C:22]([Cl:25])=[C:21]([O:26][CH3:27])[C:20]=2[F:28])[N:6]=1)=[O:4]. (7) Given the reactants [F:1][C:2]([F:22])([F:21])[S:3]([CH:6]([S:14]([C:17]([F:20])([F:19])[F:18])(=[O:16])=[O:15])[S:7]([C:10]([F:13])([F:12])[F:11])(=[O:9])=[O:8])(=[O:5])=[O:4].O.[OH-].[Li+:25], predict the reaction product. The product is: [C-:6]([S:3]([C:2]([F:22])([F:1])[F:21])(=[O:5])=[O:4])([S:14]([C:17]([F:18])([F:19])[F:20])(=[O:15])=[O:16])[S:7]([C:10]([F:13])([F:12])[F:11])(=[O:8])=[O:9].[Li+:25]. (8) Given the reactants [NH2:1][C:2]1[CH:3]=[C:4]([N:8]2[C:12](=[O:13])[CH2:11][CH:10]([C:14]([NH:16][CH:17]([C:24]3[CH:25]=[N:26][CH:27]=[CH:28][CH:29]=3)[CH2:18][C:19]([O:21][CH2:22][CH3:23])=[O:20])=[O:15])[CH2:9]2)[CH:5]=[CH:6][CH:7]=1.C([O-])(O)=O.[Na+].Br[CH2:36][C:37]([NH:39][C:40]1[CH:45]=[CH:44][CH:43]=[CH:42][CH:41]=1)=[O:38], predict the reaction product. The product is: [O:13]=[C:12]1[N:8]([C:4]2[CH:5]=[CH:6][CH:7]=[C:2]([NH:1][CH2:36][C:37](=[O:38])[NH:39][C:40]3[CH:45]=[CH:44][CH:43]=[CH:42][CH:41]=3)[CH:3]=2)[CH2:9][CH:10]([C:14]([NH:16][CH:17]([C:24]2[CH:25]=[N:26][CH:27]=[CH:28][CH:29]=2)[CH2:18][C:19]([O:21][CH2:22][CH3:23])=[O:20])=[O:15])[CH2:11]1. (9) Given the reactants C(OC([NH:8][C@@H:9]([CH3:39])[CH2:10][NH:11][CH2:12][CH2:13][NH:14][C@H:15]1[CH2:20][CH2:19][C@H:18]([CH2:21][C:22]([NH:24][C@H:25]2[CH2:30][C:29]3[CH:31]=[CH:32][CH:33]=[C:34]([C:35]([OH:37])=[O:36])[C:28]=3[O:27][B:26]2[OH:38])=[O:23])[CH2:17][CH2:16]1)=O)(C)(C)C.Cl, predict the reaction product. The product is: [NH2:8][C@@H:9]([CH3:39])[CH2:10][NH:11][CH2:12][CH2:13][NH:14][C@H:15]1[CH2:20][CH2:19][C@H:18]([CH2:21][C:22]([NH:24][C@H:25]2[CH2:30][C:29]3[CH:31]=[CH:32][CH:33]=[C:34]([C:35]([OH:37])=[O:36])[C:28]=3[O:27][B:26]2[OH:38])=[O:23])[CH2:17][CH2:16]1. (10) Given the reactants [CH3:1][C:2]1[CH:3]=C(C#N)[C:5]2[CH:10]=[N:9][N:8]([CH2:11][C:12]3[CH:17]=[CH:16][CH:15]=[CH:14][CH:13]=3)[C:6]=2[N:7]=1.[OH-:20].[Na+].[CH2:22]([OH:24])[CH3:23], predict the reaction product. The product is: [CH3:1][C:2]1[CH:3]=[C:23]([C:22]([OH:20])=[O:24])[C:5]2[CH:10]=[N:9][N:8]([CH2:11][C:12]3[CH:17]=[CH:16][CH:15]=[CH:14][CH:13]=3)[C:6]=2[N:7]=1.